This data is from Reaction yield outcomes from USPTO patents with 853,638 reactions. The task is: Predict the reaction yield, written as a fraction of the theoretical maximum amount of product (1.0 means a 100% yield; for example, 0.34 means a 34% yield). (1) The reactants are Cl[C:2]1[N:7]=[C:6]([O:8][CH3:9])[N:5]=[C:4]([NH:10][CH2:11][CH2:12][C:13]2[CH:18]=[CH:17][C:16]([O:19][CH3:20])=[CH:15][CH:14]=2)[CH:3]=1.[CH3:21][O:22][C:23]1[CH:28]=[CH:27][C:26](B(O)O)=[CH:25][N:24]=1.C([O-])([O-])=O.[Cs+].[Cs+]. The yield is 1.00. The product is [CH3:9][O:8][C:6]1[N:5]=[C:4]([NH:10][CH2:11][CH2:12][C:13]2[CH:18]=[CH:17][C:16]([O:19][CH3:20])=[CH:15][CH:14]=2)[CH:3]=[C:2]([C:26]2[CH:25]=[N:24][C:23]([O:22][CH3:21])=[CH:28][CH:27]=2)[N:7]=1. The catalyst is COCCOC.O.C1C=CC([P]([Pd]([P](C2C=CC=CC=2)(C2C=CC=CC=2)C2C=CC=CC=2)([P](C2C=CC=CC=2)(C2C=CC=CC=2)C2C=CC=CC=2)[P](C2C=CC=CC=2)(C2C=CC=CC=2)C2C=CC=CC=2)(C2C=CC=CC=2)C2C=CC=CC=2)=CC=1. (2) The reactants are [CH:1]1([C:4]([C:6]2[CH:11]=[CH:10][C:9]([C:12]([CH3:20])(C)[C:13](N(C)OC)=O)=[CH:8][CH:7]=2)=[O:5])[CH2:3][CH2:2]1.[BrH:21].[C:22](=[O:25])([O-])[OH:23].[Na+]. The catalyst is O. The product is [Br:21][CH2:3][CH2:2][CH2:1][C:4]([C:6]1[CH:11]=[CH:10][C:9]([C:12]([CH3:20])([CH3:13])[C:22]([OH:23])=[O:25])=[CH:8][CH:7]=1)=[O:5]. The yield is 0.950.